Task: Predict the reaction yield, written as a fraction of the theoretical maximum amount of product (1.0 means a 100% yield; for example, 0.34 means a 34% yield).. Dataset: Reaction yield outcomes from USPTO patents with 853,638 reactions (1) The reactants are Cl[C:2]1[CH:3]=[CH:4][C:5]([O:12][C:13]2[CH:18]=[CH:17][C:16]([CH2:19][CH2:20][OH:21])=[CH:15][CH:14]=2)=N[C:7]=1C(F)(F)F.[N:22]#[C:23][NH2:24].OS([C:29]([F:32])(F)F)(=O)=O.[CH2:33]1COCC1. No catalyst specified. The product is [C:23](=[NH:24])([O:21][CH2:20][CH2:19][C:16]1[CH:15]=[CH:14][C:13]([O:12][C:5]2[CH:4]=[CH:3][C:2]([CH3:7])=[C:29]([F:32])[CH:33]=2)=[CH:18][CH:17]=1)[NH2:22]. The yield is 0.840. (2) The yield is 0.770. The product is [CH3:8][O:9][C:10]1[CH:15]=[CH:14][C:13]([C@@:16]23[CH2:24][CH2:23][CH:22]([NH2:34])[CH2:21][C@@H:20]2[N:19]([CH3:26])[CH2:18][CH2:17]3)=[CH:12][C:11]=1[O:27][C:28]([F:31])([F:29])[F:30]. The reactants are FC(F)(F)C(O)=O.[CH3:8][O:9][C:10]1[CH:15]=[CH:14][C:13]([C@@:16]23[CH2:24][CH2:23][C:22](=O)[CH2:21][C@@H:20]2[N:19]([CH3:26])[CH2:18][CH2:17]3)=[CH:12][C:11]=1[O:27][C:28]([F:31])([F:30])[F:29].[BH3-]C#[N:34].[Na+]. The catalyst is CO.N. (3) The reactants are Cl[C:2]1[CH:7]=[CH:6][N:5]2[C:8]([C:11]3[CH:12]=[C:13]([NH:17][C:18]([NH:20][CH2:21][C:22]([F:25])([F:24])[F:23])=[O:19])[CH:14]=[CH:15][CH:16]=3)=[CH:9][N:10]=[C:4]2[CH:3]=1.CC1(C)C(C)(C)OB([C:34]2[CH:40]=[CH:39][CH:38]=[CH:37][C:35]=2[NH2:36])O1.C(=O)([O-])[O-].[Cs+].[Cs+]. The catalyst is C1COCC1.O.CC(C)([P](C(C)(C)C)([Pd][P](C(C)(C)C)(C(C)(C)C)C(C)(C)C)C(C)(C)C)C. The product is [NH2:36][C:35]1[CH:37]=[CH:38][CH:39]=[CH:40][C:34]=1[C:2]1[CH:7]=[CH:6][N:5]2[C:8]([C:11]3[CH:12]=[C:13]([NH:17][C:18]([NH:20][CH2:21][C:22]([F:25])([F:24])[F:23])=[O:19])[CH:14]=[CH:15][CH:16]=3)=[CH:9][N:10]=[C:4]2[CH:3]=1. The yield is 0.900. (4) The reactants are Cl[C:2]1[N:7]=[C:6]([C:8]([F:11])([CH3:10])[CH3:9])[N:5]=[C:4]([NH2:12])[N:3]=1.[F:13][C:14]1[C:20]([F:21])=[CH:19][C:18]([F:22])=[C:17]([F:23])[C:15]=1[NH2:16].CC([O-])(C)C.[K+]. The catalyst is O1CCOCC1.O.C(OCC)(=O)C.C1C=CC(P(C2C=CC=CC=2)[C-]2C=CC=C2)=CC=1.C1C=CC(P(C2C=CC=CC=2)[C-]2C=CC=C2)=CC=1.Cl[Pd]Cl.[Fe+2]. The product is [F:11][C:8]([C:6]1[N:5]=[C:4]([NH2:12])[N:3]=[C:2]([NH:16][C:15]2[C:17]([F:23])=[C:18]([F:22])[CH:19]=[C:20]([F:21])[C:14]=2[F:13])[N:7]=1)([CH3:10])[CH3:9]. The yield is 0.319. (5) The reactants are [NH2:1][C:2]1[CH:3]=[C:4]([NH:8][C:9](=[O:15])[O:10][C:11]([CH3:14])([CH3:13])[CH3:12])[CH:5]=[CH:6][CH:7]=1.S(Cl)(Cl)=O.C(N(CC)CC)C.[N+:27]([C:30]1[CH:31]=[C:32]([CH2:36][C:37](O)=[O:38])[CH:33]=[CH:34][CH:35]=1)([O-:29])=[O:28]. The catalyst is C(Cl)Cl.O1CCCC1. The product is [N+:27]([C:30]1[CH:31]=[C:32]([CH2:36][C:37]([NH:1][C:2]2[CH:3]=[C:4]([NH:8][C:9](=[O:15])[O:10][C:11]([CH3:12])([CH3:14])[CH3:13])[CH:5]=[CH:6][CH:7]=2)=[O:38])[CH:33]=[CH:34][CH:35]=1)([O-:29])=[O:28]. The yield is 0.950.